This data is from Full USPTO retrosynthesis dataset with 1.9M reactions from patents (1976-2016). The task is: Predict the reactants needed to synthesize the given product. Given the product [CH3:1][O:2][C:3](=[O:39])[C:4]1[CH:5]=[CH:6][C:7]([CH2:10][N:11]2[CH:15]=[C:14]([C:16]3[CH:21]=[CH:20][C:19]([Cl:22])=[CH:18][C:17]=3[Cl:23])[N:13]=[C:12]2[CH2:24][O:25][C:26]2[CH:31]=[CH:30][C:29]([C:32]3[CH:33]=[CH:34][C:35]([NH:38][S:41]([CH3:40])(=[O:43])=[O:42])=[CH:36][CH:37]=3)=[CH:28][CH:27]=2)=[CH:8][CH:9]=1, predict the reactants needed to synthesize it. The reactants are: [CH3:1][O:2][C:3](=[O:39])[C:4]1[CH:9]=[CH:8][C:7]([CH2:10][N:11]2[CH:15]=[C:14]([C:16]3[CH:21]=[CH:20][C:19]([Cl:22])=[CH:18][C:17]=3[Cl:23])[N:13]=[C:12]2[CH2:24][O:25][C:26]2[CH:31]=[CH:30][C:29]([C:32]3[CH:37]=[CH:36][C:35]([NH2:38])=[CH:34][CH:33]=3)=[CH:28][CH:27]=2)=[CH:6][CH:5]=1.[CH3:40][S:41](Cl)(=[O:43])=[O:42].